The task is: Predict the reaction yield, written as a fraction of the theoretical maximum amount of product (1.0 means a 100% yield; for example, 0.34 means a 34% yield).. This data is from Reaction yield outcomes from USPTO patents with 853,638 reactions. (1) The reactants are [OH:1][CH2:2][C@H:3]([NH:8][C:9](=[O:18])[C:10]1[CH:15]=[CH:14][C:13]([CH3:16])=[C:12]([CH3:17])[CH:11]=1)[CH2:4][CH:5]([CH3:7])[CH3:6].[OH-].[Na+].Cl[CH2:22][O:23][CH3:24]. The catalyst is CN(C=O)C. The product is [CH3:22][O:23][CH2:24][O:1][CH2:2][C@H:3]([NH:8][C:9](=[O:18])[C:10]1[CH:15]=[CH:14][C:13]([CH3:16])=[C:12]([CH3:17])[CH:11]=1)[CH2:4][CH:5]([CH3:7])[CH3:6]. The yield is 0.530. (2) The reactants are C([SiH](CC)CC)C.[OH:8][C:9]1[CH:10]=[CH:11][C:12]2[C@@H:13]3[C@@H:21]([C@H:22]([CH2:27][CH2:28][CH2:29][CH2:30][O:31][CH2:32][CH2:33][O:34][CH2:35][CH2:36][O:37][CH2:38][CH2:39][O:40][CH2:41][CH2:42][O:43][CH2:44][C:45]4[CH:50]=[CH:49][CH:48]=[CH:47][CH:46]=4)[C:23](=O)[C:24]=2[CH:25]=1)[C@H:20]1[C@@:16]([CH3:52])([C@@H:17]([OH:51])[CH2:18][CH2:19]1)[CH2:15][CH2:14]3.C(O)(C(F)(F)F)=O.[OH-].[Na+]. No catalyst specified. The product is [CH3:52][C@:16]12[CH2:15][CH2:14][C@H:13]3[C@@H:21]([C@H:22]([CH2:27][CH2:28][CH2:29][CH2:30][O:31][CH2:32][CH2:33][O:34][CH2:35][CH2:36][O:37][CH2:38][CH2:39][O:40][CH2:41][CH2:42][O:43][CH2:44][C:45]4[CH:46]=[CH:47][CH:48]=[CH:49][CH:50]=4)[CH2:23][C:24]4[CH:25]=[C:9]([OH:8])[CH:10]=[CH:11][C:12]=43)[C@@H:20]1[CH2:19][CH2:18][C@@H:17]2[OH:51]. The yield is 0.470. (3) The reactants are [N:1]1[CH:6]=[CH:5][CH:4]=[C:3]([CH:7]=O)[CH:2]=1.C(O[C:12](=[O:16])[CH2:13][C:14]#[N:15])C.[CH:17]1([NH:20][C:21]([NH2:23])=[NH:22])[CH2:19][CH2:18]1.Cl.C(=O)([O-])[O-].[K+].[K+]. The catalyst is C(O)C. The product is [C:14]([C:13]1[C:12](=[O:16])[NH:23][C:21]([NH:20][CH:17]2[CH2:19][CH2:18]2)=[N:22][C:7]=1[C:3]1[CH:2]=[N:1][CH:6]=[CH:5][CH:4]=1)#[N:15]. The yield is 0.350. (4) The reactants are [CH3:1][O:2][C:3]([NH:5][C@H:6]([C:11]([N:13]1[C@@H:17]([CH3:18])[CH2:16][CH2:15][C@H:14]1[C:19]1[NH:20][C:21]([C:24]2[CH:29]=[C:28]3[CH2:30][O:31][C:32]4[CH:59]=[C:58]5[C:35]([CH:36]=[CH:37][C:38]6[N:42]=[C:41]([C@@H:43]7[CH2:47][C@H:46]([CH2:48][O:49][CH3:50])[CH2:45][N:44]7[C:51]([O:53]C(C)(C)C)=O)[NH:40][C:39]=65)=[CH:34][C:33]=4[C:27]3=[CH:26][CH:25]=2)=[CH:22][N:23]=1)=[O:12])[C@H:7]([CH2:9][CH3:10])[CH3:8])=[O:4].Cl.[CH3:61][O:62][C:63]([NH:65][C@H:66]([C:70]1[CH:75]=[CH:74][CH:73]=[CH:72][CH:71]=1)C(O)=O)=[O:64].CCN(C(C)C)C(C)C.CCOC(C(C#N)=NOC(N1CCOCC1)=[N+](C)C)=O.F[P-](F)(F)(F)(F)F. The catalyst is C(Cl)Cl.CO. The product is [CH3:1][O:2][C:3]([NH:5][C@@H:6]([C@@H:7]([CH3:8])[CH2:9][CH3:10])[C:11]([N:13]1[C@@H:17]([CH3:18])[CH2:16][CH2:15][C@H:14]1[C:19]1[NH:20][C:21]([C:24]2[CH:29]=[C:28]3[CH2:30][O:31][C:32]4[CH:59]=[C:58]5[C:35]([CH:36]=[CH:37][C:38]6[N:42]=[C:41]([C@@H:43]7[CH2:47][C@H:46]([CH2:48][O:49][CH3:50])[CH2:45][N:44]7[C:51](=[O:53])[C@H:66]([NH:65][C:63](=[O:64])[O:62][CH3:61])[C:70]7[CH:75]=[CH:74][CH:73]=[CH:72][CH:71]=7)[NH:40][C:39]=65)=[CH:34][C:33]=4[C:27]3=[CH:26][CH:25]=2)=[CH:22][N:23]=1)=[O:12])=[O:4]. The yield is 0.410. (5) The reactants are [F:1][C:2]1[CH:7]=[CH:6][CH:5]=[C:4]([F:8])[C:3]=1[C:9]1[N:14]=[C:13]([C:15]([NH:17][C:18]2[CH:19]=[N:20][CH:21]=[CH:22][C:23]=2[C@H:24]2[CH2:29][C@@H:28]([NH:30]C(=O)OC(C)(C)C)[C@H:27](SC)[C@@H:26]([CH3:40])[CH2:25]2)=[O:16])[CH:12]=[CH:11][C:10]=1[F:41].O[O:43][S:44]([O-:46])=O.[K+].[C:48](O)(C(F)(F)F)=O.C(Cl)Cl. The catalyst is C1COCC1.O.CCOC(C)=O. The product is [NH2:30][C@H:28]1[C@H:27]([S:44]([CH3:48])(=[O:46])=[O:43])[C@@H:26]([CH3:40])[CH2:25][C@@H:24]([C:23]2[CH:22]=[CH:21][N:20]=[CH:19][C:18]=2[NH:17][C:15](=[O:16])[C:13]2[CH:12]=[CH:11][C:10]([F:41])=[C:9]([C:3]3[C:2]([F:1])=[CH:7][CH:6]=[CH:5][C:4]=3[F:8])[N:14]=2)[CH2:29]1. The yield is 0.680. (6) The reactants are [Br:1][C:2]1[CH:7]=[CH:6][C:5]([C:8]2[NH:9][CH:10]=[C:11]([C:13]3[N:17]([CH:18]([CH3:20])[CH3:19])[N:16]=[C:15]([CH3:21])[N:14]=3)[N:12]=2)=[C:4]([F:22])[CH:3]=1.C1(=O)O[CH2:26][CH2:25][O:24]1.CO. The catalyst is C1(C)C=CC=CC=1.C(Cl)Cl. The product is [Br:1][C:2]1[CH:7]=[CH:6][C:5]([C:8]2[N:9]([CH2:26][CH2:25][OH:24])[CH:10]=[C:11]([C:13]3[N:17]([CH:18]([CH3:19])[CH3:20])[N:16]=[C:15]([CH3:21])[N:14]=3)[N:12]=2)=[C:4]([F:22])[CH:3]=1. The yield is 0.710. (7) The reactants are [Cl-].[Cl-].[Cl-].[Al+3].Cl[C:6](=[O:12])[C:7]([O:9][CH2:10][CH3:11])=[O:8].[Cl:13][C:14]1[CH:19]=[CH:18][CH:17]=[CH:16][C:15]=1[S:20][CH3:21]. The catalyst is C(Cl)(Cl)Cl. The product is [CH2:10]([O:9][C:7](=[O:8])[C:6]([C:18]1[CH:17]=[CH:16][C:15]([S:20][CH3:21])=[C:14]([Cl:13])[CH:19]=1)=[O:12])[CH3:11]. The yield is 0.770. (8) The reactants are Cl.[CH3:2][O:3][C:4]1[C:9]2[N:10]=[C:11]([C:13]3[NH:22][C:16]4[CH2:17][CH2:18][NH:19][CH2:20][CH2:21][C:15]=4[N:14]=3)[S:12][C:8]=2[C:7]([N:23]2[CH2:28][CH2:27][O:26][CH2:25][CH2:24]2)=[CH:6][CH:5]=1.C(N(C(C)C)C(C)C)C.[CH2:38]([O:40][C:41](Cl)=[O:42])[CH3:39]. The catalyst is O1CCCC1. The product is [CH2:38]([O:40][C:41]([N:19]1[CH2:20][CH2:21][C:15]2[N:14]=[C:13]([C:11]3[S:12][C:8]4[C:7]([N:23]5[CH2:24][CH2:25][O:26][CH2:27][CH2:28]5)=[CH:6][CH:5]=[C:4]([O:3][CH3:2])[C:9]=4[N:10]=3)[NH:22][C:16]=2[CH2:17][CH2:18]1)=[O:42])[CH3:39]. The yield is 0.620.